Predict the product of the given reaction. From a dataset of Forward reaction prediction with 1.9M reactions from USPTO patents (1976-2016). (1) Given the reactants [F:1][C:2]1[CH:10]=[C:9]2[C:5]([C:6]([C:11]3[CH:12]=[CH:13][C:14]([N:17]4[CH2:22][CH2:21][CH:20]([NH2:23])[CH2:19][CH2:18]4)=[N:15][CH:16]=3)=[CH:7][NH:8]2)=[CH:4][CH:3]=1.CCN(CC)CC.[CH3:31][O:32][CH2:33][CH2:34][S:35](Cl)(=[O:37])=[O:36], predict the reaction product. The product is: [F:1][C:2]1[CH:10]=[C:9]2[C:5]([C:6]([C:11]3[CH:12]=[CH:13][C:14]([N:17]4[CH2:22][CH2:21][CH:20]([NH:23][S:35]([CH2:34][CH2:33][O:32][CH3:31])(=[O:37])=[O:36])[CH2:19][CH2:18]4)=[N:15][CH:16]=3)=[CH:7][NH:8]2)=[CH:4][CH:3]=1. (2) Given the reactants [C:1]([O:4][C:5]1[CH:6]=[C:7]2[C:12](=[CH:13][C:14]=1[O:15][CH3:16])[N:11]=[C:10]([C:17]1[CH:22]=[CH:21][C:20]([C:23]3[CH:28]=[CH:27][CH:26]=[CH:25][CH:24]=3)=[C:19]([F:29])[CH:18]=1)[N:9]=[C:8]2Cl)(=[O:3])[CH3:2].[NH2:31][C:32]1[CH:33]=[C:34]2[C:38](=[CH:39][CH:40]=1)[N:37]([C:41]([O:43][C:44]([CH3:47])([CH3:46])[CH3:45])=[O:42])[N:36]=[CH:35]2, predict the reaction product. The product is: [C:1]([O:4][C:5]1[CH:6]=[C:7]2[C:12](=[CH:13][C:14]=1[O:15][CH3:16])[N:11]=[C:10]([C:17]1[CH:22]=[CH:21][C:20]([C:23]3[CH:28]=[CH:27][CH:26]=[CH:25][CH:24]=3)=[C:19]([F:29])[CH:18]=1)[N:9]=[C:8]2[NH:31][C:32]1[CH:33]=[C:34]2[C:38](=[CH:39][CH:40]=1)[N:37]([C:41]([O:43][C:44]([CH3:47])([CH3:46])[CH3:45])=[O:42])[N:36]=[CH:35]2)(=[O:3])[CH3:2]. (3) The product is: [Si:15]([O:14][C@H:8]([C:5]1[CH:6]=[CH:7][C:2]([N:34]2[C:35](=[O:38])[CH2:36][CH2:37][C@@H:33]2[C:31]([O:30][CH2:28][CH3:29])=[O:32])=[CH:3][CH:4]=1)[CH2:9][CH2:10][CH2:11][CH2:12][CH3:13])([C:18]([CH3:21])([CH3:20])[CH3:19])([CH3:17])[CH3:16]. Given the reactants Br[C:2]1[CH:7]=[CH:6][C:5]([C@@H:8]([O:14][Si:15]([C:18]([CH3:21])([CH3:20])[CH3:19])([CH3:17])[CH3:16])[CH2:9][CH2:10][CH2:11][CH2:12][CH3:13])=[CH:4][CH:3]=1.C(=O)([O-])[O-].[K+].[K+].[CH2:28]([O:30][C:31]([C@H:33]1[CH2:37][CH2:36][C:35](=[O:38])[NH:34]1)=[O:32])[CH3:29], predict the reaction product.